Dataset: Reaction yield outcomes from USPTO patents with 853,638 reactions. Task: Predict the reaction yield, written as a fraction of the theoretical maximum amount of product (1.0 means a 100% yield; for example, 0.34 means a 34% yield). (1) The reactants are [NH2:1][C:2]1[C:11]2[C:6](=[C:7](Br)[CH:8]=[CH:9][CH:10]=2)[N:5]=[N:4][C:3]=1[C:13]([NH:15][CH2:16][CH2:17][CH3:18])=[O:14].[NH:19]1[C:27]2[C:22](=[CH:23][C:24](B(O)O)=[CH:25][CH:26]=2)[CH:21]=[CH:20]1. The product is [NH2:1][C:2]1[C:11]2[C:6](=[C:7]([C:24]3[CH:23]=[C:22]4[C:27](=[CH:26][CH:25]=3)[NH:19][CH:20]=[CH:21]4)[CH:8]=[CH:9][CH:10]=2)[N:5]=[N:4][C:3]=1[C:13]([NH:15][CH2:16][CH2:17][CH3:18])=[O:14]. No catalyst specified. The yield is 0.951. (2) The reactants are [O:1]1[CH2:6][CH2:5][CH2:4][CH2:3][CH:2]1[O:7][CH2:8][C:9]1[CH:14]=[CH:13][N:12]=[C:11]([N:15]2[CH2:20][CH2:19][NH:18][CH2:17][CH2:16]2)[CH:10]=1.Cl[C:22]([O:24][CH2:25][C:26]1[CH:31]=[CH:30][CH:29]=[CH:28][CH:27]=1)=[O:23]. The catalyst is CO.[OH-].[Na+]. The product is [O:1]1[CH2:6][CH2:5][CH2:4][CH2:3][CH:2]1[O:7][CH2:8][C:9]1[CH:14]=[CH:13][N:12]=[C:11]([N:15]2[CH2:20][CH2:19][N:18]([C:22]([O:24][CH2:25][C:26]3[CH:31]=[CH:30][CH:29]=[CH:28][CH:27]=3)=[O:23])[CH2:17][CH2:16]2)[CH:10]=1. The yield is 0.580. (3) The reactants are Br[C:2]1[CH:3]=[N:4][CH:5]=[C:6]2[C:11]=1[N:10]=[C:9]([C:12]([NH2:14])=[O:13])[CH:8]=[CH:7]2.[CH3:15][N:16]([CH3:35])[S:17]([C:20]1[CH:25]=[CH:24][C:23](B2OC(C)(C)C(C)(C)O2)=[CH:22][CH:21]=1)(=[O:19])=[O:18].C(=O)([O-])[O-].[Cs+].[Cs+]. The catalyst is O1CCOCC1.O.C1(P([C-]2C=CC=C2)C2C=CC=CC=2)C=CC=CC=1.[C-]1(P(C2C=CC=CC=2)C2C=CC=CC=2)C=CC=C1.[Fe+2].[Pd](Cl)Cl. The product is [CH3:15][N:16]([CH3:35])[S:17]([C:20]1[CH:21]=[CH:22][C:23]([C:2]2[CH:3]=[N:4][CH:5]=[C:6]3[C:11]=2[N:10]=[C:9]([C:12]([NH2:14])=[O:13])[CH:8]=[CH:7]3)=[CH:24][CH:25]=1)(=[O:18])=[O:19]. The yield is 0.320. (4) The reactants are [N:1]1([C:7]2[CH:12]=[CH:11][C:10]([NH:13][C:14]([C:16]3[CH:17]=[C:18]([CH:27]=[CH:28][CH:29]=3)[CH2:19][S:20][CH2:21][CH2:22][C:23]([O:25]C)=[O:24])=[O:15])=[C:9]([C:30]3[CH:35]=[C:34]([NH:36][C:37](=[O:48])[C:38]4[CH:43]=[CH:42][CH:41]=[C:40]([C:44]([F:47])([F:46])[F:45])[CH:39]=4)[CH:33]=[CH:32][N:31]=3)[CH:8]=2)[CH2:6][CH2:5][CH2:4][CH2:3][CH2:2]1.O.[OH-].[Li+]. The catalyst is O1CCCC1.O. The product is [N:1]1([C:7]2[CH:12]=[CH:11][C:10]([NH:13][C:14]([C:16]3[CH:17]=[C:18]([CH:27]=[CH:28][CH:29]=3)[CH2:19][S:20][CH2:21][CH2:22][C:23]([OH:25])=[O:24])=[O:15])=[C:9]([C:30]3[CH:35]=[C:34]([NH:36][C:37](=[O:48])[C:38]4[CH:43]=[CH:42][CH:41]=[C:40]([C:44]([F:47])([F:45])[F:46])[CH:39]=4)[CH:33]=[CH:32][N:31]=3)[CH:8]=2)[CH2:6][CH2:5][CH2:4][CH2:3][CH2:2]1. The yield is 0.580. (5) The reactants are [CH3:1][O:2][C:3]1[C:8]2[N:9]=[C:10]([NH:12][C:13]([C:15]3[S:16][C:17]([CH3:20])=[CH:18][CH:19]=3)=[O:14])[S:11][C:7]=2[C:6](I)=[CH:5][CH:4]=1.[CH3:22][C:23]1[CH:28]=[C:27]([Sn](C)(C)C)[CH:26]=[CH:25][N:24]=1. No catalyst specified. The product is [CH3:1][O:2][C:3]1[C:8]2[N:9]=[C:10]([NH:12][C:13]([C:15]3[S:16][C:17]([CH3:20])=[CH:18][CH:19]=3)=[O:14])[S:11][C:7]=2[C:6]([C:27]2[CH:26]=[CH:25][N:24]=[C:23]([CH3:22])[CH:28]=2)=[CH:5][CH:4]=1. The yield is 0.500. (6) The reactants are C[O:2][C:3]1[CH:20]=[CH:19][C:6]2[N:7]=[C:8]([C:10]3[CH:15]=[CH:14][CH:13]=[C:12]([O:16]C)[C:11]=3[Br:18])[S:9][C:5]=2[CH:4]=1.B(Br)(Br)Br. No catalyst specified. The product is [OH:2][C:3]1[CH:20]=[CH:19][C:6]2[N:7]=[C:8]([C:10]3[CH:15]=[CH:14][CH:13]=[C:12]([OH:16])[C:11]=3[Br:18])[S:9][C:5]=2[CH:4]=1. The yield is 0.260.